This data is from Reaction yield outcomes from USPTO patents with 853,638 reactions. The task is: Predict the reaction yield, written as a fraction of the theoretical maximum amount of product (1.0 means a 100% yield; for example, 0.34 means a 34% yield). (1) The reactants are [CH3:1][O:2][C:3]1[CH:4]=[CH:5][C:6]([C:13]2[S:14][CH:15]=[CH:16][CH:17]=2)=[C:7]([CH:12]=1)[C:8](OC)=[O:9].[NH2:18][OH:19].O.[OH-].[K+]. The catalyst is C1COCC1.C(Cl)Cl.CO. The product is [OH:19][NH:18][C:8](=[O:9])[C:7]1[CH:12]=[C:3]([O:2][CH3:1])[CH:4]=[CH:5][C:6]=1[C:13]1[S:14][CH:15]=[CH:16][CH:17]=1. The yield is 0.380. (2) The yield is 0.485. The reactants are Br[CH2:2][CH:3]=[CH2:4].[N:5]1([C:12]2[CH:22]=[CH:21][C:15]([C:16]([O:18][CH2:19][CH3:20])=[O:17])=[CH:14][CH:13]=2)[CH2:11][CH2:10][CH2:9][NH:8][CH2:7][CH2:6]1.CCN(C(C)C)C(C)C. The product is [CH2:2]([N:8]1[CH2:9][CH2:10][CH2:11][N:5]([C:12]2[CH:13]=[CH:14][C:15]([C:16]([O:18][CH2:19][CH3:20])=[O:17])=[CH:21][CH:22]=2)[CH2:6][CH2:7]1)[CH:3]=[CH2:4]. The catalyst is ClCCl. (3) The reactants are Cl.Cl.[NH:3]1[CH2:8][CH2:7][NH:6][CH2:5][CH:4]1[C:9]([NH2:11])=[O:10].CCN(CC)CC.[CH3:19][C:20]([O:23][C:24](O[C:24]([O:23][C:20]([CH3:22])([CH3:21])[CH3:19])=[O:25])=[O:25])([CH3:22])[CH3:21]. The catalyst is C(Cl)Cl. The product is [C:9]([CH:4]1[NH:3][CH2:8][CH2:7][N:6]([C:24]([O:23][C:20]([CH3:22])([CH3:21])[CH3:19])=[O:25])[CH2:5]1)(=[O:10])[NH2:11]. The yield is 0.480. (4) The reactants are [Br:1][CH2:2][CH2:3][CH2:4][CH2:5][CH2:6][CH2:7][CH2:8][CH2:9]C=O.[CH3:12][O:13][CH:14](OC)[O:15][CH3:16].Cl. The catalyst is O1CCOCC1.C(=O)(O)[O-].[Na+].CO. The product is [Br:1][CH2:2][CH2:3][CH2:4][CH2:5][CH2:6][CH2:7][CH2:8][CH2:9][CH:14]([O:15][CH3:16])[O:13][CH3:12]. The yield is 0.970. (5) The reactants are [CH2:1]1[CH2:6][C@H:5]([C:7]([OH:9])=[O:8])[CH2:4][CH2:3][C@H:2]1[CH2:10][NH2:11].Cl[Si](C)(C)C.CN1CCOCC1.Cl[CH:25]([O:27][C:28](Cl)=[O:29])[CH3:26].[C:31]([OH:34])(=[O:33])[CH3:32]. The catalyst is ClCCl. The product is [C:31]([O:34][CH:25]([O:27][C:28]([NH:11][CH2:10][C@H:2]1[CH2:3][CH2:4][C@H:5]([C:7]([OH:9])=[O:8])[CH2:6][CH2:1]1)=[O:29])[CH3:26])(=[O:33])[CH3:32]. The yield is 0.220.